Dataset: CYP2C19 inhibition data for predicting drug metabolism from PubChem BioAssay. Task: Regression/Classification. Given a drug SMILES string, predict its absorption, distribution, metabolism, or excretion properties. Task type varies by dataset: regression for continuous measurements (e.g., permeability, clearance, half-life) or binary classification for categorical outcomes (e.g., BBB penetration, CYP inhibition). Dataset: cyp2c19_veith. (1) The drug is CC1=NN(c2ccccc2)C(=O)[C@@H]1N=Nc1ccc(S(N)(=O)=O)cc1. The result is 0 (non-inhibitor). (2) The drug is CN1[C@H]2CC[C@@H]1CC(OC1c3ccccc3CCc3ccccc31)C2.O=C(O)CC(O)(CC(=O)O)C(=O)O. The result is 0 (non-inhibitor). (3) The drug is CCCCCCc1nc2ccccc2c(=O)n1NC(=O)c1c(O)c2c(n(CC(C)C)c1=O)CCCC2. The result is 1 (inhibitor). (4) The compound is C=CCSc1nn2c(=O)c3ccccc3nc2s1. The result is 1 (inhibitor).